From a dataset of Catalyst prediction with 721,799 reactions and 888 catalyst types from USPTO. Predict which catalyst facilitates the given reaction. (1) Reactant: [CH2:1]=[C:2]1[C:14](=[O:15])[C:13]2[C:12]3[C:7](=[CH:8][CH:9]=[CH:10][CH:11]=3)[N:6]([CH2:16][C:17]3[CH:26]=[CH:25][C:20]([C:21]([O:23][CH3:24])=[O:22])=[CH:19][CH:18]=3)[C:5]=2[CH2:4][CH2:3]1.[CH3:27][N:28]1[CH2:33][CH2:32][NH:31][CH2:30][CH2:29]1. Product: [CH3:27][N:28]1[CH2:33][CH2:32][N:31]([CH2:1][CH:2]2[C:14](=[O:15])[C:13]3[C:12]4[C:7](=[CH:8][CH:9]=[CH:10][CH:11]=4)[N:6]([CH2:16][C:17]4[CH:18]=[CH:19][C:20]([C:21]([O:23][CH3:24])=[O:22])=[CH:25][CH:26]=4)[C:5]=3[CH2:4][CH2:3]2)[CH2:30][CH2:29]1. The catalyst class is: 11. (2) Reactant: Cl.[CH2:2]([NH:4][C:5]1[CH:6]=[N:7][O:8][C:9]=1[CH3:10])[CH3:3].C(Cl)Cl.[C:14](Cl)(=[O:18])[CH:15]([CH3:17])[CH3:16]. Product: [CH2:2]([N:4]([C:5]1[CH:6]=[N:7][O:8][C:9]=1[CH3:10])[C:14](=[O:18])[CH:15]([CH3:17])[CH3:16])[CH3:3]. The catalyst class is: 6. (3) Reactant: [CH3:1][O:2][C:3]1[C:8]2[C:9]([C:12]3[CH:17]=[CH:16][C:15]([N:18]4[CH2:23][CH2:22][O:21][CH2:20][CH2:19]4)=[CH:14][CH:13]=3)=[N:10][NH:11][C:7]=2[CH:6]=[CH:5][N:4]=1.F[C:25]1[C:32]([F:33])=[CH:31][CH:30]=[CH:29][C:26]=1[C:27]#[N:28].C(=O)([O-])[O-].[K+].[K+].O. Product: [F:33][C:32]1[C:25]([N:11]2[C:7]3[CH:6]=[CH:5][N:4]=[C:3]([O:2][CH3:1])[C:8]=3[C:9]([C:12]3[CH:13]=[CH:14][C:15]([N:18]4[CH2:23][CH2:22][O:21][CH2:20][CH2:19]4)=[CH:16][CH:17]=3)=[N:10]2)=[C:26]([CH:29]=[CH:30][CH:31]=1)[C:27]#[N:28]. The catalyst class is: 3. (4) Reactant: C1(C)C=CC=CC=1.S(Cl)([Cl:10])=O.[O:12]=[C:13]1[C:18]([C:19](O)=[O:20])=[CH:17][CH:16]=[C:15]([C:22]([F:25])([F:24])[F:23])[N:14]1[CH2:26][C:27]1[CH:32]=[CH:31][CH:30]=[CH:29][CH:28]=1. Product: [O:12]=[C:13]1[C:18]([C:19]([Cl:10])=[O:20])=[CH:17][CH:16]=[C:15]([C:22]([F:25])([F:24])[F:23])[N:14]1[CH2:26][C:27]1[CH:32]=[CH:31][CH:30]=[CH:29][CH:28]=1. The catalyst class is: 3. (5) Product: [Br:8][C:9]1[CH:10]=[C:11]([C:15]2([C:23]#[N:24])[CH2:21][C@@H:20]3[N:22]([CH2:37][C:35]([Cl:34])=[CH2:36])[C@@H:17]([CH:18]=[CH:19]3)[CH2:16]2)[CH:12]=[N:13][CH:14]=1. The catalyst class is: 18. Reactant: OC(C(F)(F)F)=O.[Br:8][C:9]1[CH:10]=[C:11]([C:15]2([C:23]#[N:24])[CH2:21][C@H:20]3[NH:22][C@H:17]([CH:18]=[CH:19]3)[CH2:16]2)[CH:12]=[N:13][CH:14]=1.CCN(C(C)C)C(C)C.[Cl:34][C:35]([CH2:37]Cl)=[CH2:36]. (6) Reactant: [CH2:1]([O:3][C:4](=[O:9])[CH2:5][C:6](O)=[O:7])[CH3:2].O=S(Cl)[Cl:12]. The catalyst class is: 11. Product: [Cl:12][C:6](=[O:7])[CH2:5][C:4]([O:3][CH2:1][CH3:2])=[O:9]. (7) Reactant: [CH:1]1([C:7]2[C:15]3[C:10](=[CH:11][C:12]([C:16]([O:18][CH3:19])=[O:17])=[CH:13][CH:14]=3)[NH:9][C:8]=2[C:20]2[CH:25]=[CH:24][CH:23]=[CH:22][C:21]=2[S:26][CH2:27][CH2:28][O:29]C2CCCCO2)[CH2:6][CH2:5][CH2:4][CH2:3][CH2:2]1.Cl.O. Product: [CH:1]1([C:7]2[C:15]3[C:10](=[CH:11][C:12]([C:16]([O:18][CH3:19])=[O:17])=[CH:13][CH:14]=3)[NH:9][C:8]=2[C:20]2[CH:25]=[CH:24][CH:23]=[CH:22][C:21]=2[S:26][CH2:27][CH2:28][OH:29])[CH2:6][CH2:5][CH2:4][CH2:3][CH2:2]1. The catalyst class is: 83. (8) Reactant: [C:1]([CH2:3][C:4]1[CH:12]=[C:11]2[C:7]([C:8]3[C:16]([C:17]4[CH:22]=[CH:21][CH:20]=[C:19]([N:23]5[CH2:31][C:30]6[C:25](=[CH:26][C:27](OC)=[CH:28][CH:29]=6)[C:24]5=[O:34])[C:18]=4[CH3:35])=[CH:15][N:14]=[C:13]([C:36]([NH2:38])=[O:37])[C:9]=3[NH:10]2)=[CH:6][CH:5]=1)#[N:2].[Cl:39]C1C=CC(C=O)=C(C=1)C(O)=O.[BH4-].[Na+]. Product: [Cl:39][C:27]1[CH:26]=[C:25]2[C:30]([CH2:31][N:23]([C:19]3[C:18]([CH3:35])=[C:17]([C:16]4[C:8]5[C:7]6[C:11](=[CH:12][C:4]([CH2:3][C:1]#[N:2])=[CH:5][CH:6]=6)[NH:10][C:9]=5[C:13]([C:36]([NH2:38])=[O:37])=[N:14][CH:15]=4)[CH:22]=[CH:21][CH:20]=3)[C:24]2=[O:34])=[CH:29][CH:28]=1. The catalyst class is: 5. (9) Reactant: I[C:2]1[CH:3]=[C:4]([CH3:13])[C:5]2[O:9][N:8]=[C:7]([O:10][CH3:11])[C:6]=2[CH:12]=1.[CH2:14]([N:18]1[CH2:22][CH2:21][O:20][C:19]1=[O:23])[CH2:15][C:16]#[CH:17].C(N(CC)CC)C.O. Product: [CH3:11][O:10][C:7]1[C:6]2[CH:12]=[C:2]([C:17]#[C:16][CH2:15][CH2:14][N:18]3[CH2:22][CH2:21][O:20][C:19]3=[O:23])[CH:3]=[C:4]([CH3:13])[C:5]=2[O:9][N:8]=1. The catalyst class is: 1. (10) Reactant: [OH:1][C:2]1[CH:3]=[C:4]([C:8]2[CH:13]=[CH:12][CH:11]=[CH:10][C:9]=2[N+:14]([O-:16])=[O:15])[CH:5]=[CH:6][CH:7]=1.N1C=CN=C1.[Si:22](Cl)([C:25]([CH3:28])([CH3:27])[CH3:26])([CH3:24])[CH3:23]. Product: [Si:22]([O:1][C:2]1[CH:3]=[C:4]([C:8]2[CH:13]=[CH:12][CH:11]=[CH:10][C:9]=2[N+:14]([O-:16])=[O:15])[CH:5]=[CH:6][CH:7]=1)([C:25]([CH3:28])([CH3:27])[CH3:26])([CH3:24])[CH3:23]. The catalyst class is: 3.